Dataset: Catalyst prediction with 721,799 reactions and 888 catalyst types from USPTO. Task: Predict which catalyst facilitates the given reaction. Reactant: [CH:1]1([CH2:4][N:5]([C:13]2[CH:18]=[CH:17][C:16]([O:19][C:20]3[CH:25]=[C:24]([C:26](=[O:33])[NH:27][C:28]4[S:29][CH:30]=[CH:31][N:32]=4)[CH:23]=[C:22]([O:34][CH:35]([CH3:37])[CH3:36])[CH:21]=3)=[CH:15][CH:14]=2)C(CC=O)C([O-])=O)[CH2:3][CH2:2]1.[C:38](=[O:41])([O-])[O-].[K+].[K+].[CH3:44][OH:45]. Product: [CH:1]1([CH2:4][N:5]([C:38](=[O:41])[CH2:44][OH:45])[C:13]2[CH:14]=[CH:15][C:16]([O:19][C:20]3[CH:25]=[C:24]([CH:23]=[C:22]([O:34][CH:35]([CH3:36])[CH3:37])[CH:21]=3)[C:26]([NH:27][C:28]3[S:29][CH:30]=[CH:31][N:32]=3)=[O:33])=[CH:17][CH:18]=2)[CH2:3][CH2:2]1. The catalyst class is: 6.